From a dataset of Full USPTO retrosynthesis dataset with 1.9M reactions from patents (1976-2016). Predict the reactants needed to synthesize the given product. (1) Given the product [Br:1][C:2]1[CH:7]=[CH:6][C:5]2[S:8](=[O:9])(=[O:10])[NH:11][C:12](=[O:14])[C:4]=2[CH:3]=1, predict the reactants needed to synthesize it. The reactants are: [Br:1][C:2]1[CH:7]=[CH:6][C:5]([S:8]([NH2:11])(=[O:10])=[O:9])=[C:4]([CH3:12])[CH:3]=1.I(O)(=O)(=O)=[O:14].C(O)(C)C. (2) Given the product [C:29]([CH2:28][O:26][C:5]1[CH:4]=[C:3]([C:1]#[N:2])[CH:25]=[CH:24][C:6]=1[CH2:7][NH:8][C:9]([C:11]1[N:12]([CH2:17][C:18]2[CH:23]=[CH:22][CH:21]=[CH:20][CH:19]=2)[N:13]=[C:14]([CH3:16])[CH:15]=1)=[O:10])(=[O:30])[NH2:31], predict the reactants needed to synthesize it. The reactants are: [C:1]([C:3]1[CH:25]=[CH:24][C:6]([CH2:7][NH:8][C:9]([C:11]2[N:12]([CH2:17][C:18]3[CH:23]=[CH:22][CH:21]=[CH:20][CH:19]=3)[N:13]=[C:14]([CH3:16])[CH:15]=2)=[O:10])=[C:5]([OH:26])[CH:4]=1)#[N:2].I[CH2:28][C:29]([NH2:31])=[O:30]. (3) Given the product [CH:1]([N:4]([CH2:5][C:6]1[CH:45]=[CH:44][CH:43]=[C:8]([C:9](=[O:10])[NH:11][C:12]2[S:13][C:14]3[CH2:42][CH2:41][CH2:40][CH2:39][C:15]=3[C:16]=2[C:17](=[O:18])[NH:19][C:20]2[CH:25]=[CH:24][C:23]([CH2:26][CH2:27][CH2:28][C:29]3[CH:30]=[CH:31][C:32]([C:33]([O:35][CH3:36])=[O:34])=[CH:37][CH:38]=3)=[CH:22][CH:21]=2)[CH:7]=1)[C:56]([C:54]1[N:55]=[C:50]([C:48]([O:47][CH3:46])=[O:49])[CH:51]=[CH:52][CH:53]=1)=[O:57])([CH3:3])[CH3:2], predict the reactants needed to synthesize it. The reactants are: [CH:1]([NH:4][CH2:5][C:6]1[CH:7]=[C:8]([CH:43]=[CH:44][CH:45]=1)[C:9]([NH:11][C:12]1[S:13][C:14]2[CH2:42][CH2:41][CH2:40][CH2:39][C:15]=2[C:16]=1[C:17]([NH:19][C:20]1[CH:25]=[CH:24][C:23]([CH2:26][CH2:27][CH2:28][C:29]2[CH:38]=[CH:37][C:32]([C:33]([O:35][CH3:36])=[O:34])=[CH:31][CH:30]=2)=[CH:22][CH:21]=1)=[O:18])=[O:10])([CH3:3])[CH3:2].[CH3:46][O:47][C:48]([C:50]1[N:55]=[C:54]([C:56](O)=[O:57])[CH:53]=[CH:52][CH:51]=1)=[O:49]. (4) Given the product [CH2:1]([O:22][CH:17]([C:18]([F:21])([F:20])[F:19])[C:16]([F:24])([F:23])[F:15])[O:2][CH:3]([C:8]([F:11])([F:10])[F:9])[C:4]([F:7])([F:6])[F:5], predict the reactants needed to synthesize it. The reactants are: [CH2:1](F)[O:2][CH:3]([C:8]([F:11])([F:10])[F:9])[C:4]([F:7])([F:6])[F:5].[F-].[K+].[F:15][C:16]([F:24])([F:23])[CH:17]([OH:22])[C:18]([F:21])([F:20])[F:19].[Cl-].[Cl-].[Cl-].[Al+3].O1COCOC1. (5) Given the product [C:13]([C:16]1[C:24]2[C:19](=[C:20]([Cl:1])[CH:21]=[CH:22][CH:23]=2)[N:18]([CH2:26][C:27]([OH:29])=[O:28])[CH:17]=1)(=[O:15])[NH2:14], predict the reactants needed to synthesize it. The reactants are: [Cl:1]C1C=CC=C2C=1NC=C2C=O.[C:13]([C:16]1[C:24]2[C:19](=[CH:20][CH:21]=[C:22](Cl)[CH:23]=2)[N:18]([CH2:26][C:27]([OH:29])=[O:28])[CH:17]=1)(=[O:15])[NH2:14]. (6) Given the product [C:16]([O:21][Si:3]([CH2:8][CH2:9][CH2:10][CH3:11])([CH2:12][CH2:13][CH2:14][CH3:15])[CH2:4][CH2:5][CH2:6][CH3:7])(=[O:20])[C:17]([CH3:19])=[CH2:18], predict the reactants needed to synthesize it. The reactants are: CO[Si:3]([CH2:12][CH2:13][CH2:14][CH3:15])([CH2:8][CH2:9][CH2:10][CH3:11])[CH2:4][CH2:5][CH2:6][CH3:7].[C:16]([OH:21])(=[O:20])[C:17]([CH3:19])=[CH2:18].CN(C)C=O.COC1C=CC(O)=CC=1. (7) Given the product [NH2:13][C:9]1[CH:10]=[C:11]2[C:6](=[CH:7][CH:8]=1)[C:5](=[O:16])[N:4]([CH3:3])[CH2:12]2, predict the reactants needed to synthesize it. The reactants are: [NH4+].[Cl-].[CH3:3][N:4]1[CH2:12][C:11]2[C:6](=[CH:7][CH:8]=[C:9]([N+:13]([O-])=O)[CH:10]=2)[C:5]1=[O:16]. (8) Given the product [I:30][C:8]1[NH:9][C:10]2[N:11]=[CH:12][N:13]=[C:14]([NH:16][CH2:17][C@@H:18]3[CH2:22][CH2:21][CH2:20][O:19]3)[C:15]=2[C:7]=1[C:1]1[CH:6]=[CH:5][CH:4]=[CH:3][CH:2]=1, predict the reactants needed to synthesize it. The reactants are: [C:1]1([C:7]2[C:15]3[C:14]([NH:16][CH2:17][C@@H:18]4[CH2:22][CH2:21][CH2:20][O:19]4)=[N:13][CH:12]=[N:11][C:10]=3[NH:9][C:8]=2[Si](CC)(CC)CC)[CH:6]=[CH:5][CH:4]=[CH:3][CH:2]=1.[I:30]N1C(=O)CCC1=O. (9) Given the product [F:1][C:2]([F:33])([F:34])[C:3]1[CH:32]=[CH:31][C:6]([CH2:7][O:8][C:9]2[CH:28]=[CH:27][C:26]([CH:29]=[O:30])=[CH:25][C:10]=2[C:11]([OH:13])=[O:12])=[CH:5][CH:4]=1, predict the reactants needed to synthesize it. The reactants are: [F:1][C:2]([F:34])([F:33])[C:3]1[CH:32]=[CH:31][C:6]([CH2:7][O:8][C:9]2[CH:28]=[CH:27][C:26]([CH:29]=[O:30])=[CH:25][C:10]=2[C:11]([O:13]CC2C=CC(C(F)(F)F)=CC=2)=[O:12])=[CH:5][CH:4]=1.C(OC1C=CC(C=O)=CC=1C(O)=O)C1C=CC=CC=1. (10) Given the product [Br:31][C:32]1[C:33]([N:17]2[CH2:22][CH2:21][CH2:20][C@@H:19]([NH:23][C:24]([O:26][C:27]([CH3:30])([CH3:29])[CH3:28])=[O:25])[CH2:18]2)=[C:34]2[C:40]([N+:41]([O-:43])=[O:42])=[CH:39][NH:38][C:35]2=[N:36][CH:37]=1, predict the reactants needed to synthesize it. The reactants are: BrC1C([N:17]2[CH2:22][CH2:21][CH2:20][C@@H:19]([NH:23][C:24]([O:26][C:27]([CH3:30])([CH3:29])[CH3:28])=[O:25])[CH2:18]2)=C2C(NC(C3CC3)=O)=CNC2=NC=1.[Br:31][C:32]1[C:33](Cl)=[C:34]2[C:40]([N+:41]([O-:43])=[O:42])=[CH:39][NH:38][C:35]2=[N:36][CH:37]=1.N1CCC[C@@H](NC(=O)OC(C)(C)C)C1.